From a dataset of Forward reaction prediction with 1.9M reactions from USPTO patents (1976-2016). Predict the product of the given reaction. The product is: [C:1]([O:5][C:6](=[O:21])[CH2:7][C:8]1([C:17]([OH:19])=[O:18])[CH2:16][C:15]2[C:10](=[CH:11][CH:12]=[CH:13][CH:14]=2)[CH2:9]1)([CH3:4])([CH3:2])[CH3:3]. Given the reactants [C:1]([O:5][C:6](=[O:21])[CH2:7][C:8]1([C:17]([O:19]C)=[O:18])[CH2:16][C:15]2[C:10](=[CH:11][CH:12]=[CH:13][CH:14]=2)[CH2:9]1)([CH3:4])([CH3:3])[CH3:2].[OH-].[Na+].C(Cl)Cl.Cl, predict the reaction product.